Dataset: Full USPTO retrosynthesis dataset with 1.9M reactions from patents (1976-2016). Task: Predict the reactants needed to synthesize the given product. (1) The reactants are: [H-].[H-].[H-].[H-].[Li+].[Al+3].C([O:9][C:10](=O)[CH2:11][C:12]1[C:16]2[CH:17]=[C:18]([F:21])[CH:19]=[CH:20][C:15]=2[O:14][CH:13]=1)C. Given the product [F:21][C:18]1[CH:19]=[CH:20][C:15]2[O:14][CH:13]=[C:12]([CH2:11][CH2:10][OH:9])[C:16]=2[CH:17]=1, predict the reactants needed to synthesize it. (2) The reactants are: C[O:2][C:3](=[O:31])/[CH:4]=[CH:5]/[C:6]1[CH:7]=[C:8]2[C:27](=[CH:28][CH:29]=1)[O:26][C:11]1([CH2:17][CH2:16][CH2:15][N:14]([CH2:18][CH2:19][C:20]3[CH:25]=[CH:24][CH:23]=[CH:22][CH:21]=3)[CH2:13][CH2:12]1)[CH2:10][C:9]2=[O:30].Cl. Given the product [C:20]1([CH2:19][CH2:18][N:14]2[CH2:15][CH2:16][CH2:17][C:11]3([CH2:10][C:9](=[O:30])[C:8]4[C:27](=[CH:28][CH:29]=[C:6](/[CH:5]=[CH:4]/[C:3]([OH:31])=[O:2])[CH:7]=4)[O:26]3)[CH2:12][CH2:13]2)[CH:25]=[CH:24][CH:23]=[CH:22][CH:21]=1, predict the reactants needed to synthesize it.